Predict which catalyst facilitates the given reaction. From a dataset of Catalyst prediction with 721,799 reactions and 888 catalyst types from USPTO. (1) Reactant: [CH3:1][N:2]1[C:6](=[O:7])[CH:5]=[CH:4][C:3]1=[O:8].[F:9][CH:10]([CH2:24][C:25]([F:28])([F:27])[F:26])[C:11]([O:14][C:15]([CH:17]1[CH2:22][CH:21]2[CH2:23][CH:18]1[CH:19]=[CH:20]2)=[O:16])([F:13])[F:12].[F:29][CH:30]1[CH:41]=[CH:40][CH:39]=[C:38]([F:42])[C:31]1([CH3:43])[CH2:32]C(=C)C([O-])=O.CC(N=NC(C#N)(C)C)(C#N)C. Product: [CH3:1][N:2]1[C:6](=[O:7])[CH:5]=[CH:4][C:3]1=[O:8].[F:9][CH:10]([CH2:24][C:25]([F:26])([F:27])[F:28])[C:11]([O:14][C:15]([CH:17]1[CH2:22][CH:21]2[CH2:23][CH:18]1[CH:19]=[CH:20]2)=[O:16])([F:13])[F:12].[F:42][CH:38]1[CH:39]=[CH:40][CH:41]=[C:30]([F:29])[C:31]1([CH3:43])[CH2:32][C:18]12[CH2:23][CH:21]([CH:20]=[CH:19]1)[CH2:22][CH:17]2[C:15]([O-:14])=[O:16]. The catalyst class is: 7. (2) Reactant: [Cl:1][C:2]1[C:7](I)=[C:6]([CH3:9])[N:5]=[C:4]([NH2:10])[N:3]=1.[C:11]([C:13]1[CH:14]=[N:15][CH:16]=[CH:17][CH:18]=1)#[CH:12].C(N(CC)CC)C. Product: [Cl:1][C:2]1[C:7]([C:12]#[C:11][C:13]2[CH:14]=[N:15][CH:16]=[CH:17][CH:18]=2)=[C:6]([CH3:9])[N:5]=[C:4]([NH2:10])[N:3]=1. The catalyst class is: 233.